From a dataset of Reaction yield outcomes from USPTO patents with 853,638 reactions. Predict the reaction yield, written as a fraction of the theoretical maximum amount of product (1.0 means a 100% yield; for example, 0.34 means a 34% yield). (1) The reactants are [CH2:1]([N:8]1[CH2:12][CH2:11][CH:10]([O:13]S(C2C(C)=CC=CC=2)(=O)=O)[CH2:9]1)[C:2]1[CH:7]=[CH:6][CH:5]=[CH:4][CH:3]=1.[CH3:24][C:25]1[NH:26][C:27]2[C:32]([C:33]=1[C:34]([O:36][CH2:37][C:38]1[CH:43]=[CH:42][CH:41]=[CH:40][CH:39]=1)=[O:35])=[CH:31][C:30](O)=[CH:29][CH:28]=2.C(=O)([O-])[O-].[K+].[K+].CCCCCC.C(OCC)(=O)C. The catalyst is C(#N)C.CN(C=O)C. The product is [CH2:37]([O:36][C:34]([C:33]1[C:32]2[C:27](=[CH:28][CH:29]=[C:30]([O:13][CH:10]3[CH2:11][CH2:12][N:8]([CH2:1][C:2]4[CH:3]=[CH:4][CH:5]=[CH:6][CH:7]=4)[CH2:9]3)[CH:31]=2)[NH:26][C:25]=1[CH3:24])=[O:35])[C:38]1[CH:43]=[CH:42][CH:41]=[CH:40][CH:39]=1. The yield is 0.180. (2) The reactants are C([O:5][C:6]([N:8]1[CH2:21][CH2:20][C:19]2[C:18]3[CH:17]=[C:16](B4OC(C)(C)C(C)(C)O4)[CH:15]=[CH:14][C:13]=3[NH:12][C:11]=2[CH2:10][CH2:9]1)=[O:7])(C)(C)C.C(=O)([O-])[O-].[Cs+].[Cs+].Cl.Br[C:39]1[CH:44]=[CH:43][N:42]=[CH:41][CH:40]=1. The catalyst is C1(P([C-]2C=CC=C2)C2C=CC=CC=2)C=CC=CC=1.[CH-]1C=CC=C1.[Fe+2].CO.O1CCOCC1. The product is [CH:6]([OH:7])=[O:5].[N:42]1[CH:43]=[CH:44][C:39]([C:16]2[CH:15]=[CH:14][C:13]3[NH:12][C:11]4[CH2:10][CH2:9][NH:8][CH2:21][CH2:20][C:19]=4[C:18]=3[CH:17]=2)=[CH:40][CH:41]=1. The yield is 0.0700. (3) The reactants are Br[CH2:2][C:3]([C:5]1[C:10]([CH3:11])=[CH:9][C:8]([O:12][CH2:13][CH3:14])=[CH:7][C:6]=1[CH3:15])=O.[NH2:16][C:17]([NH2:19])=[S:18]. The catalyst is CCO. The product is [CH2:13]([O:12][C:8]1[CH:9]=[C:10]([CH3:11])[C:5]([C:3]2[N:16]=[C:17]([NH2:19])[S:18][CH:2]=2)=[C:6]([CH3:15])[CH:7]=1)[CH3:14]. The yield is 0.720.